From a dataset of Catalyst prediction with 721,799 reactions and 888 catalyst types from USPTO. Predict which catalyst facilitates the given reaction. Reactant: [CH3:1][N:2]1[C:6]2[CH:7]=[CH:8][CH:9]=[CH:10][C:5]=2[N:4]=[C:3]1[CH:11]([OH:24])[CH:11]([C:3]1[N:2]([CH3:1])[C:6]2[CH:7]=[CH:8][CH:9]=[CH:10][C:5]=2[N:4]=1)[OH:24].OS(O)(=O)=O.C([O-])([O-])=O.[Na+].[Na+]. Product: [CH3:1][N:2]1[C:6]2[CH:7]=[CH:8][CH:9]=[CH:10][C:5]=2[N:4]=[C:3]1[CH:11]=[O:24]. The catalyst class is: 6.